From a dataset of Full USPTO retrosynthesis dataset with 1.9M reactions from patents (1976-2016). Predict the reactants needed to synthesize the given product. (1) Given the product [C:1]([O:5][C:6](=[O:7])[NH:8][CH2:9][CH2:10][O:11][CH2:12][CH2:13][O:14][CH2:15][CH2:16][O:17][CH2:18][CH2:19][O:20][CH2:21][CH2:22][C:23](=[O:25])[NH:66][C:64]1[S:65][C:61]([C:58]2[CH:59]=[CH:60][C:55]([Cl:54])=[C:56]([S:68]([CH3:71])(=[O:70])=[O:69])[CH:57]=2)=[C:62]([CH3:67])[N:63]=1)([CH3:2])([CH3:3])[CH3:4], predict the reactants needed to synthesize it. The reactants are: [C:1]([O:5][C:6]([NH:8][CH2:9][CH2:10][O:11][CH2:12][CH2:13][O:14][CH2:15][CH2:16][O:17][CH2:18][CH2:19][O:20][CH2:21][CH2:22][C:23]([OH:25])=O)=[O:7])([CH3:4])([CH3:3])[CH3:2].CCN=C=NCCCN(C)C.C1C=CC2N(O)N=NC=2C=1.CN1CCOCC1.[Cl:54][C:55]1[CH:60]=[CH:59][C:58]([C:61]2[S:65][C:64]([NH2:66])=[N:63][C:62]=2[CH3:67])=[CH:57][C:56]=1[S:68]([CH3:71])(=[O:70])=[O:69]. (2) The reactants are: [OH:1][CH:2]1[CH2:7][CH2:6][N:5]([C:8]2[N:13]=[CH:12][C:11]([C:14]3[CH:19]=[CH:18][C:17]([C:20]([O:22][CH3:23])=[O:21])=[CH:16][N:15]=3)=[CH:10][CH:9]=2)[CH2:4][CH2:3]1.[Br:24][C:25]1[CH:30]=[CH:29][C:28]([F:31])=[CH:27][C:26]=1O. Given the product [Br:24][C:25]1[CH:30]=[CH:29][C:28]([F:31])=[CH:27][C:26]=1[O:1][CH:2]1[CH2:3][CH2:4][N:5]([C:8]2[N:13]=[CH:12][C:11]([C:14]3[CH:19]=[CH:18][C:17]([C:20]([O:22][CH3:23])=[O:21])=[CH:16][N:15]=3)=[CH:10][CH:9]=2)[CH2:6][CH2:7]1, predict the reactants needed to synthesize it. (3) Given the product [OH:8][CH2:9][CH2:10][O:11][C:12](=[O:28])[C:13]1[CH:18]=[CH:17][CH:16]=[C:15]([F:19])[C:14]=1[NH:20][C:21]([O:23][C:24]([CH3:26])([CH3:25])[CH3:27])=[O:22], predict the reactants needed to synthesize it. The reactants are: [Si]([O:8][CH2:9][CH2:10][O:11][C:12](=[O:28])[C:13]1[CH:18]=[CH:17][CH:16]=[C:15]([F:19])[C:14]=1[NH:20][C:21]([O:23][C:24]([CH3:27])([CH3:26])[CH3:25])=[O:22])(C(C)(C)C)(C)C.[F-].C([N+](CCCC)(CCCC)CCCC)CCC.[Cl-].[NH4+]. (4) Given the product [OH:17][CH2:16][C:12]1[CH:13]=[CH:14][CH:15]=[C:10]([CH2:9][OH:8])[C:11]=1[NH:25][C:26](=[O:44])[O:27][CH2:28][C:29]1[CH:34]=[CH:33][C:32]([B:35]2[O:36][C:37]([CH3:42])([CH3:43])[C:38]([CH3:41])([CH3:40])[O:39]2)=[CH:31][CH:30]=1, predict the reactants needed to synthesize it. The reactants are: [Si]([O:8][CH2:9][C:10]1[CH:15]=[CH:14][CH:13]=[C:12]([CH2:16][O:17][Si](C(C)(C)C)(C)C)[C:11]=1[NH:25][C:26](=[O:44])[O:27][CH2:28][C:29]1[CH:34]=[CH:33][C:32]([B:35]2[O:39][C:38]([CH3:41])([CH3:40])[C:37]([CH3:43])([CH3:42])[O:36]2)=[CH:31][CH:30]=1)(C(C)(C)C)(C)C. (5) Given the product [F:25][C:26]1[CH:27]=[C:28]([S:32][CH:6]2[CH2:7][CH2:8][N:9]([C:12]([O:14][C:15]([CH3:16])([CH3:17])[CH3:18])=[O:13])[CH2:10][CH2:11]2)[CH:29]=[CH:30][CH:31]=1, predict the reactants needed to synthesize it. The reactants are: CS(O[CH:6]1[CH2:11][CH2:10][N:9]([C:12]([O:14][C:15]([CH3:18])([CH3:17])[CH3:16])=[O:13])[CH2:8][CH2:7]1)(=O)=O.C([O-])([O-])=O.[K+].[K+].[F:25][C:26]1[CH:27]=[C:28]([SH:32])[CH:29]=[CH:30][CH:31]=1. (6) The reactants are: [N+:1]([C:4]1[CH:5]=[C:6]([CH:8]=[C:9]([C:11]([F:14])([F:13])[F:12])[CH:10]=1)[NH2:7])([O-:3])=[O:2].[CH3:15][O:16][CH2:17][C:18](O)=[O:19].ON1C2C=CC=CC=2N=N1.CN1CCOCC1. Given the product [CH3:15][O:16][CH2:17][C:18]([NH:7][C:6]1[CH:8]=[C:9]([C:11]([F:12])([F:13])[F:14])[CH:10]=[C:4]([N+:1]([O-:3])=[O:2])[CH:5]=1)=[O:19], predict the reactants needed to synthesize it.